Dataset: Catalyst prediction with 721,799 reactions and 888 catalyst types from USPTO. Task: Predict which catalyst facilitates the given reaction. Reactant: C[O:2][C:3]1[CH:8]=[CH:7][CH:6]=[CH:5][C:4]=1[CH:9]1[CH2:14][CH2:13][NH:12][CH2:11][CH2:10]1. Product: [NH:12]1[CH2:13][CH2:14][CH:9]([C:4]2[CH:5]=[CH:6][CH:7]=[CH:8][C:3]=2[OH:2])[CH2:10][CH2:11]1. The catalyst class is: 201.